The task is: Predict which catalyst facilitates the given reaction.. This data is from Catalyst prediction with 721,799 reactions and 888 catalyst types from USPTO. (1) Reactant: [Cl:1][C:2]1[CH:3]=[C:4](F)[C:5]([C:8]([CH3:12])([CH3:11])[CH2:9][NH2:10])=[N:6][CH:7]=1.C(=O)([O-])[O-].[K+].[K+].CN1C(=O)CCC1. Product: [Cl:1][C:2]1[CH:3]=[C:4]2[NH:10][CH2:9][C:8]([CH3:12])([CH3:11])[C:5]2=[N:6][CH:7]=1. The catalyst class is: 6. (2) Reactant: Br[C:2]1[CH:10]=[CH:9][CH:8]=[C:7]2[C:3]=1[CH2:4][NH:5][C:6]2=[O:11].C([Li])CCC.[B:17](OC)([O:20]C)[O:18]C. Product: [O:11]=[C:6]1[C:7]2[C:3](=[C:2]([B:17]([OH:20])[OH:18])[CH:10]=[CH:9][CH:8]=2)[CH2:4][NH:5]1. The catalyst class is: 7. (3) Reactant: [C:1](/[CH:3]=[CH:4]/[S:5]([C:8]1[CH:13]=[CH:12][C:11]([C:14]([CH3:19])([CH3:18])[C:15]([OH:17])=O)=[CH:10][CH:9]=1)(=[O:7])=[O:6])#[N:2].Cl.CN(C)CCCN=C=NCC.[CH2:32]([NH:34][C:35](=S)[NH:36][NH2:37])[CH3:33]. Product: [CH2:32]([NH:34][C:35]1[O:17][C:15]([C:14]([C:11]2[CH:10]=[CH:9][C:8]([S:5](/[CH:4]=[CH:3]/[C:1]#[N:2])(=[O:6])=[O:7])=[CH:13][CH:12]=2)([CH3:19])[CH3:18])=[N:37][N:36]=1)[CH3:33]. The catalyst class is: 2. (4) Reactant: Br[C:2]1[CH:7]=[CH:6][C:5]([Br:8])=[CH:4][CH:3]=1.C([Li])CCC.F[C:15]1[CH:20]=[CH:19][CH:18]=[CH:17][N:16]=1. Product: [Br:8][C:5]1[CH:6]=[CH:7][C:2]([C:15]2[CH:20]=[CH:19][CH:18]=[CH:17][N:16]=2)=[CH:3][CH:4]=1. The catalyst class is: 27. (5) Reactant: Cl.[NH2:2][C@H:3]1[CH2:7][CH2:6][CH2:5][C@@H:4]1[N:8]([CH:21]1[CH2:24][CH2:23][CH2:22]1)[C:9](=[O:20])[C:10]1[C:15]([O:16][CH3:17])=[CH:14][CH:13]=[CH:12][C:11]=1[O:18][CH3:19].Cl[C:26]1[CH:31]=[CH:30][C:29]([C:32]([F:35])([F:34])[F:33])=[CH:28][N:27]=1.CCN(C(C)C)C(C)C. Product: [CH:21]1([N:8]([C@H:4]2[CH2:5][CH2:6][CH2:7][C@@H:3]2[NH:2][C:26]2[CH:31]=[CH:30][C:29]([C:32]([F:35])([F:34])[F:33])=[CH:28][N:27]=2)[C:9](=[O:20])[C:10]2[C:11]([O:18][CH3:19])=[CH:12][CH:13]=[CH:14][C:15]=2[O:16][CH3:17])[CH2:24][CH2:23][CH2:22]1. The catalyst class is: 16. (6) Product: [NH2:23][CH:20]1[CH2:19][CH2:18][CH:17]([NH:16][C:14](=[O:15])[C:11]2[CH:10]=[CH:9][C:8]([C:4]3[CH:5]=[CH:6][CH:7]=[C:2]([F:1])[CH:3]=3)=[N:13][CH:12]=2)[CH2:22][CH2:21]1. Reactant: [F:1][C:2]1[CH:3]=[C:4]([C:8]2[N:13]=[CH:12][C:11]([C:14]([NH:16][CH:17]3[CH2:22][CH2:21][CH:20]([NH:23]C(=O)OC(C)(C)C)[CH2:19][CH2:18]3)=[O:15])=[CH:10][CH:9]=2)[CH:5]=[CH:6][CH:7]=1. The catalyst class is: 89. (7) Reactant: C([O:8][NH:9][C:10](=[O:40])[CH2:11][O:12][C:13]1[CH:18]=[CH:17][C:16]([C:19]([C:24]2[CH:29]=[CH:28][C:27]([O:30][CH2:31][C:32](=[O:37])[C:33]([CH3:36])([CH3:35])[CH3:34])=[C:26]([CH3:38])[CH:25]=2)([CH2:22][CH3:23])[CH2:20][CH3:21])=[CH:15][C:14]=1[CH3:39])C1C=CC=CC=1. Product: [CH3:36][C:33]([CH3:34])([CH3:35])[C:32](=[O:37])[CH2:31][O:30][C:27]1[CH:28]=[CH:29][C:24]([C:19]([C:16]2[CH:17]=[CH:18][C:13]([O:12][CH2:11][C:10]([NH:9][OH:8])=[O:40])=[C:14]([CH3:39])[CH:15]=2)([CH2:20][CH3:21])[CH2:22][CH3:23])=[CH:25][C:26]=1[CH3:38]. The catalyst class is: 99.